Dataset: Peptide-MHC class I binding affinity with 185,985 pairs from IEDB/IMGT. Task: Regression. Given a peptide amino acid sequence and an MHC pseudo amino acid sequence, predict their binding affinity value. This is MHC class I binding data. (1) The peptide sequence is FVNYNFTLV. The MHC is HLA-B45:01 with pseudo-sequence HLA-B45:01. The binding affinity (normalized) is 0.0657. (2) The peptide sequence is DVSRPTAVV. The MHC is HLA-A68:02 with pseudo-sequence HLA-A68:02. The binding affinity (normalized) is 0.733. (3) The peptide sequence is MTTEDMLSV. The MHC is HLA-A01:01 with pseudo-sequence HLA-A01:01. The binding affinity (normalized) is 0.212. (4) The binding affinity (normalized) is 0.0847. The peptide sequence is FSSQLGLFY. The MHC is SLA-20401 with pseudo-sequence SLA-20401. (5) The peptide sequence is MMWYWGPSL. The MHC is Patr-A0701 with pseudo-sequence Patr-A0701. The binding affinity (normalized) is 0.578. (6) The peptide sequence is IMAVGMVSI. The MHC is HLA-A02:01 with pseudo-sequence HLA-A02:01. The binding affinity (normalized) is 0.941. (7) The peptide sequence is AFHHKAREL. The MHC is HLA-A24:02 with pseudo-sequence HLA-A24:02. The binding affinity (normalized) is 0.134. (8) The peptide sequence is MSIVSSLHL. The MHC is HLA-A24:02 with pseudo-sequence HLA-A24:02. The binding affinity (normalized) is 0.00810. (9) The peptide sequence is SFQVDCFLWH. The MHC is HLA-A03:01 with pseudo-sequence HLA-A03:01. The binding affinity (normalized) is 0.178. (10) The peptide sequence is QISRVNDLNR. The MHC is HLA-A31:01 with pseudo-sequence HLA-A31:01. The binding affinity (normalized) is 0.556.